Task: Regression. Given two drug SMILES strings and cell line genomic features, predict the synergy score measuring deviation from expected non-interaction effect.. Dataset: NCI-60 drug combinations with 297,098 pairs across 59 cell lines (1) Drug 1: CC1=C(N=C(N=C1N)C(CC(=O)N)NCC(C(=O)N)N)C(=O)NC(C(C2=CN=CN2)OC3C(C(C(C(O3)CO)O)O)OC4C(C(C(C(O4)CO)O)OC(=O)N)O)C(=O)NC(C)C(C(C)C(=O)NC(C(C)O)C(=O)NCCC5=NC(=CS5)C6=NC(=CS6)C(=O)NCCC[S+](C)C)O. Drug 2: C(CCl)NC(=O)N(CCCl)N=O. Cell line: LOX IMVI. Synergy scores: CSS=38.9, Synergy_ZIP=-6.25, Synergy_Bliss=-5.49, Synergy_Loewe=-1.20, Synergy_HSA=1.10. (2) Synergy scores: CSS=30.7, Synergy_ZIP=-6.61, Synergy_Bliss=-5.32, Synergy_Loewe=-3.54, Synergy_HSA=1.21. Cell line: TK-10. Drug 1: CC1=C(N=C(N=C1N)C(CC(=O)N)NCC(C(=O)N)N)C(=O)NC(C(C2=CN=CN2)OC3C(C(C(C(O3)CO)O)O)OC4C(C(C(C(O4)CO)O)OC(=O)N)O)C(=O)NC(C)C(C(C)C(=O)NC(C(C)O)C(=O)NCCC5=NC(=CS5)C6=NC(=CS6)C(=O)NCCC[S+](C)C)O. Drug 2: C1CCC(C(C1)N)N.C(=O)(C(=O)[O-])[O-].[Pt+4].